This data is from NCI-60 drug combinations with 297,098 pairs across 59 cell lines. The task is: Regression. Given two drug SMILES strings and cell line genomic features, predict the synergy score measuring deviation from expected non-interaction effect. (1) Drug 1: C1=NC2=C(N1)C(=S)N=C(N2)N. Drug 2: C1=CC=C(C=C1)NC(=O)CCCCCCC(=O)NO. Cell line: TK-10. Synergy scores: CSS=29.1, Synergy_ZIP=-11.2, Synergy_Bliss=-3.19, Synergy_Loewe=-2.76, Synergy_HSA=-0.986. (2) Drug 1: C1=CC(=C2C(=C1NCCNCCO)C(=O)C3=C(C=CC(=C3C2=O)O)O)NCCNCCO. Drug 2: CS(=O)(=O)CCNCC1=CC=C(O1)C2=CC3=C(C=C2)N=CN=C3NC4=CC(=C(C=C4)OCC5=CC(=CC=C5)F)Cl. Cell line: PC-3. Synergy scores: CSS=29.2, Synergy_ZIP=1.37, Synergy_Bliss=3.47, Synergy_Loewe=-4.05, Synergy_HSA=6.39. (3) Drug 1: C1=CC=C(C(=C1)C(C2=CC=C(C=C2)Cl)C(Cl)Cl)Cl. Drug 2: C1=NC2=C(N1)C(=S)N=CN2. Cell line: PC-3. Synergy scores: CSS=15.7, Synergy_ZIP=-6.93, Synergy_Bliss=-4.32, Synergy_Loewe=-18.0, Synergy_HSA=-2.91. (4) Drug 1: C1C(C(OC1N2C=NC3=C(N=C(N=C32)Cl)N)CO)O. Drug 2: C(CC(=O)O)C(=O)CN.Cl. Cell line: NCIH23. Synergy scores: CSS=32.9, Synergy_ZIP=-4.37, Synergy_Bliss=-1.86, Synergy_Loewe=-31.7, Synergy_HSA=-1.98. (5) Drug 1: CC1=C(C(=O)C2=C(C1=O)N3CC4C(C3(C2COC(=O)N)OC)N4)N. Drug 2: B(C(CC(C)C)NC(=O)C(CC1=CC=CC=C1)NC(=O)C2=NC=CN=C2)(O)O. Cell line: MALME-3M. Synergy scores: CSS=40.6, Synergy_ZIP=-3.25, Synergy_Bliss=-3.72, Synergy_Loewe=-5.03, Synergy_HSA=-0.679.